Dataset: Reaction yield outcomes from USPTO patents with 853,638 reactions. Task: Predict the reaction yield, written as a fraction of the theoretical maximum amount of product (1.0 means a 100% yield; for example, 0.34 means a 34% yield). (1) The reactants are [CH3:1][N:2]1[CH:6]=[C:5](B2OC(C)(C)C(C)(C)O2)[CH:4]=[C:3]1[C:16]([NH2:18])=[O:17].[C:19]([C:23]1[CH:24]=[C:25]2[C:30](=[C:31]([F:33])[CH:32]=1)[C:29](=[O:34])[N:28]([C:35]1[N:42]=[CH:41][CH:40]=[C:39](I)[C:36]=1[CH:37]=[O:38])[N:27]=[CH:26]2)([CH3:22])([CH3:21])[CH3:20].O1CCOCC1.C(=O)([O-])[O-].[K+].[K+]. The catalyst is O.C(OCC)(=O)C.C1C=CC(P(C2C=CC=CC=2)[C-]2C=CC=C2)=CC=1.C1C=CC(P(C2C=CC=CC=2)[C-]2C=CC=C2)=CC=1.Cl[Pd]Cl.[Fe+2]. The product is [C:19]([C:23]1[CH:24]=[C:25]2[C:30](=[C:31]([F:33])[CH:32]=1)[C:29](=[O:34])[N:28]([C:35]1[C:36]([CH:37]=[O:38])=[C:39]([C:5]3[CH:4]=[C:3]([C:16]([NH2:18])=[O:17])[N:2]([CH3:1])[CH:6]=3)[CH:40]=[CH:41][N:42]=1)[N:27]=[CH:26]2)([CH3:22])([CH3:20])[CH3:21]. The yield is 0.282. (2) The reactants are [OH:1][CH2:2][C:3]([NH:11][C:12](=[O:21])[O:13][CH2:14][C:15]1[CH:20]=[CH:19][CH:18]=[CH:17][CH:16]=1)([C:5]1[CH:10]=[CH:9][CH:8]=[CH:7][CH:6]=1)[CH3:4].C(N(CC)[P:25]([O:31][C:32]([CH3:35])([CH3:34])[CH3:33])[O:26][C:27]([CH3:30])([CH3:29])[CH3:28])C.N1C=NN=N1.ClC1C=C(C=CC=1)C(OO)=[O:48]. The catalyst is C1COCC1.ClCCl. The product is [C:32]([O:31][P:25]([O:1][CH2:2][C:3]([NH:11][C:12](=[O:21])[O:13][CH2:14][C:15]1[CH:16]=[CH:17][CH:18]=[CH:19][CH:20]=1)([C:5]1[CH:10]=[CH:9][CH:8]=[CH:7][CH:6]=1)[CH3:4])([O:26][C:27]([CH3:28])([CH3:29])[CH3:30])=[O:48])([CH3:33])([CH3:34])[CH3:35]. The yield is 0.780.